From a dataset of Peptide-MHC class I binding affinity with 185,985 pairs from IEDB/IMGT. Regression. Given a peptide amino acid sequence and an MHC pseudo amino acid sequence, predict their binding affinity value. This is MHC class I binding data. The peptide sequence is RQIQVEGLK. The MHC is HLA-A02:06 with pseudo-sequence HLA-A02:06. The binding affinity (normalized) is 0.